This data is from Full USPTO retrosynthesis dataset with 1.9M reactions from patents (1976-2016). The task is: Predict the reactants needed to synthesize the given product. (1) The reactants are: [CH3:1][O:2][CH2:3][C:4]1[CH:13]=[CH:12][C:7]([C:8]([O:10][CH3:11])=[O:9])=[CH:6][N:5]=1. Given the product [CH3:1][O:2][CH2:3][CH:4]1[NH:5][CH2:6][CH:7]([C:8]([O:10][CH3:11])=[O:9])[CH2:12][CH2:13]1, predict the reactants needed to synthesize it. (2) Given the product [CH3:1][C:2]1([CH3:21])[CH2:7][CH:6]([NH:8][C:9]2[C:14]([C:15]([NH2:17])=[O:16])=[CH:13][N:12]=[C:11]([NH:36][C:28]3[CH:29]=[C:30]([N:31]4[CH:35]=[N:34][N:33]=[N:32]4)[C:25]([CH:22]4[CH2:23][CH2:24]4)=[CH:26][C:27]=3[F:37])[N:10]=2)[CH2:5][C:4]([CH3:20])([CH3:19])[NH:3]1, predict the reactants needed to synthesize it. The reactants are: [CH3:1][C:2]1([CH3:21])[CH2:7][CH:6]([NH:8][C:9]2[C:14]([C:15]([NH2:17])=[O:16])=[CH:13][N:12]=[C:11](Cl)[N:10]=2)[CH2:5][C:4]([CH3:20])([CH3:19])[NH:3]1.[CH:22]1([C:25]2[C:30]([N:31]3[CH:35]=[N:34][N:33]=[N:32]3)=[CH:29][C:28]([NH2:36])=[C:27]([F:37])[CH:26]=2)[CH2:24][CH2:23]1. (3) The reactants are: [Cl:1][C:2]1[CH:3]=[C:4]2[C:9](=[CH:10][CH:11]=1)[N:8]([CH3:12])[C:7](=[O:13])[C:6]([C:14]([O:16]CC)=O)=[C:5]2[OH:19].[C:20]([NH:33][NH2:34])(=[O:32])[CH2:21][CH2:22][CH2:23][CH2:24][CH2:25][CH2:26][CH2:27][CH2:28][CH2:29][CH2:30][CH3:31]. Given the product [Cl:1][C:2]1[CH:3]=[C:4]2[C:9](=[CH:10][CH:11]=1)[N:8]([CH3:12])[C:7](=[O:13])[C:6]([C:14]([NH:34][NH:33][C:20](=[O:32])[CH2:21][CH2:22][CH2:23][CH2:24][CH2:25][CH2:26][CH2:27][CH2:28][CH2:29][CH2:30][CH3:31])=[O:16])=[C:5]2[OH:19], predict the reactants needed to synthesize it. (4) Given the product [Cl:12][C:13]1[N:14]=[N:15][C:16]([Cl:20])=[C:17]([NH:1][C:2]2[CH:3]=[CH:4][C:5]([P:8]([CH3:9])([CH3:10])=[O:11])=[CH:6][CH:7]=2)[N:18]=1, predict the reactants needed to synthesize it. The reactants are: [NH2:1][C:2]1[CH:7]=[CH:6][C:5]([P:8](=[O:11])([CH3:10])[CH3:9])=[CH:4][CH:3]=1.[Cl:12][C:13]1[N:14]=[N:15][C:16]([Cl:20])=[C:17](Cl)[N:18]=1.C(N(CC)CC)C. (5) Given the product [Cl:13][C:10]1[N:11]=[CH:12][C:7]([C:5]2[N:6]=[C:2]([N:33]3[CH2:34][CH2:35][C@H:30]([NH:29][C:27]([C:21]4[NH:22][C:23]([CH3:26])=[C:24]([Cl:25])[C:20]=4[Cl:19])=[O:28])[C@H:31]([O:36][CH3:37])[CH2:32]3)[S:3][C:4]=2[C:14]([O:16][CH2:17][CH3:18])=[O:15])=[N:8][CH:9]=1, predict the reactants needed to synthesize it. The reactants are: Br[C:2]1[S:3][C:4]([C:14]([O:16][CH2:17][CH3:18])=[O:15])=[C:5]([C:7]2[CH:12]=[N:11][C:10]([Cl:13])=[CH:9][N:8]=2)[N:6]=1.[Cl:19][C:20]1[C:24]([Cl:25])=[C:23]([CH3:26])[NH:22][C:21]=1[C:27]([NH:29][C@H:30]1[CH2:35][CH2:34][NH:33][CH2:32][C@H:31]1[O:36][CH3:37])=[O:28].C(N(CC)C(C)C)(C)C.O.